Dataset: Forward reaction prediction with 1.9M reactions from USPTO patents (1976-2016). Task: Predict the product of the given reaction. (1) The product is: [C:25]([NH:28][C:29]1[CH:30]=[C:31]([C:32]2[N:17]([CH:18]3[CH2:19][CH2:20][O:21][CH2:22][CH2:23]3)[C:13]3[CH:12]=[CH:11][C:10]([C:8]4[O:9][C:5]5[CH:4]=[CH:3][C:2]([Cl:1])=[CH:24][C:6]=5[N:7]=4)=[CH:16][C:14]=3[N:15]=2)[CH:35]=[CH:36][CH:37]=1)(=[O:27])[CH3:26]. Given the reactants [Cl:1][C:2]1[CH:3]=[CH:4][C:5]2[O:9][C:8]([C:10]3[CH:11]=[CH:12][C:13]([NH:17][CH:18]4[CH2:23][CH2:22][O:21][CH2:20][CH2:19]4)=[C:14]([CH:16]=3)[NH2:15])=[N:7][C:6]=2[CH:24]=1.[C:25]([NH:28][C:29]1[CH:30]=[C:31]([CH:35]=[CH:36][CH:37]=1)[C:32](O)=O)(=[O:27])[CH3:26].CCN=C=NCCCN(C)C.C(=O)([O-])O.[Na+], predict the reaction product. (2) Given the reactants [Cl:1][C:2]1[CH:3]=[CH:4][C:5]([O:28][CH3:29])=[C:6]([NH:8][S:9]([C:12]2[C:21]3[CH2:20][CH2:19][C@H:18]([NH:22][CH2:23][CH2:24][F:25])[CH2:17][C:16]=3[C:15]([O:26][CH3:27])=[CH:14][CH:13]=2)(=[O:11])=[O:10])[CH:7]=1.C=O.[C:32](O)(=O)[CH3:33].[BH3-]C#N.[Na+], predict the reaction product. The product is: [Cl:1][C:2]1[CH:3]=[CH:4][C:5]([O:28][CH3:29])=[C:6]([NH:8][S:9]([C:12]2[C:21]3[CH2:20][CH2:19][C@H:18]([N:22]([CH2:23][CH2:24][F:25])[CH2:32][CH3:33])[CH2:17][C:16]=3[C:15]([O:26][CH3:27])=[CH:14][CH:13]=2)(=[O:11])=[O:10])[CH:7]=1. (3) Given the reactants [N+:1]([C:4]1[CH:5]=[C:6]([CH:13]=[CH:14][CH:15]=1)[CH2:7][O:8][CH:9]1[CH2:12][O:11][CH2:10]1)([O-])=O, predict the reaction product. The product is: [O:11]1[CH2:12][CH:9]([O:8][CH2:7][C:6]2[CH:5]=[C:4]([CH:15]=[CH:14][CH:13]=2)[NH2:1])[CH2:10]1. (4) Given the reactants Cl.Cl.[NH:3]1[C:11]2[C:6](=[CH:7][CH:8]=[CH:9][CH:10]=2)[C:5]([CH:12]2[CH2:17][CH2:16][CH:15]([NH:18][CH:19]([CH:23]3[CH2:28][CH2:27][NH:26][CH2:25][CH2:24]3)[C:20]([NH2:22])=[O:21])[CH2:14][CH2:13]2)=[CH:4]1.[F:29][C:30]1[CH:31]=[C:32]([CH:38]=[CH:39][C:40]=1[F:41])/[CH:33]=[CH:34]/[C:35](O)=[O:36], predict the reaction product. The product is: [NH:3]1[C:11]2[C:6](=[CH:7][CH:8]=[CH:9][CH:10]=2)[C:5]([CH:12]2[CH2:17][CH2:16][CH:15]([NH:18][CH:19]([CH:23]3[CH2:24][CH2:25][N:26]([C:35](=[O:36])/[CH:34]=[CH:33]/[C:32]4[CH:38]=[CH:39][C:40]([F:41])=[C:30]([F:29])[CH:31]=4)[CH2:27][CH2:28]3)[C:20]([NH2:22])=[O:21])[CH2:14][CH2:13]2)=[CH:4]1. (5) Given the reactants C([N:8]1[CH2:13][CH2:12][O:11][CH2:10][CH:9]1[CH2:14][CH:15]([C:21]([O:23][CH2:24][CH3:25])=[O:22])[C:16]([O:18][CH2:19][CH3:20])=[O:17])C1C=CC=CC=1, predict the reaction product. The product is: [NH:8]1[CH2:13][CH2:12][O:11][CH2:10][CH:9]1[CH2:14][CH:15]([C:21]([O:23][CH2:24][CH3:25])=[O:22])[C:16]([O:18][CH2:19][CH3:20])=[O:17]. (6) Given the reactants [CH3:1][O:2][C:3](=[O:12])[C:4]1[CH:9]=[CH:8][C:7](Cl)=[N:6][C:5]=1[NH2:11].[CH:13]([Sn](CCCC)(CCCC)CCCC)=[CH2:14].O.C(OCC)(=O)C, predict the reaction product. The product is: [CH3:1][O:2][C:3](=[O:12])[C:4]1[CH:9]=[CH:8][C:7]([CH:13]=[CH2:14])=[N:6][C:5]=1[NH2:11]. (7) Given the reactants Cl[C:2]1[C:11]2[C:6](=[C:7]([Br:12])[CH:8]=[CH:9][CH:10]=2)[N:5]=[C:4]([C:13]([F:22])([F:21])[C:14]2[CH:19]=[CH:18][C:17]([F:20])=[CH:16][N:15]=2)[N:3]=1.C(OC([N:30]1[C:34]([CH3:35])=[CH:33][C:32]([NH2:36])=[N:31]1)=O)(C)(C)C.CC(O)=O, predict the reaction product. The product is: [Br:12][C:7]1[CH:8]=[CH:9][CH:10]=[C:11]2[C:6]=1[N:5]=[C:4]([C:13]([F:22])([F:21])[C:14]1[CH:19]=[CH:18][C:17]([F:20])=[CH:16][N:15]=1)[N:3]=[C:2]2[NH:36][C:32]1[CH:33]=[C:34]([CH3:35])[NH:30][N:31]=1. (8) Given the reactants [F:1][C:2]1[C:7]2[O:8][C:9]3[C:14]([C:15]4([CH2:20][C:19](=[O:21])[N:18]([CH3:22])[C:17]([NH:23]C(=O)OC(C)(C)C)=[N:16]4)[C:6]=2[CH:5]=[C:4]([C:38]2[C:39]([F:44])=[N:40][CH:41]=[CH:42][CH:43]=2)[N:3]=1)=[CH:13][C:12]([C:31]1[C:32]([F:37])=[N:33][CH:34]=[CH:35][CH:36]=1)=[CH:11][CH:10]=3.C(O)(C(F)(F)F)=O, predict the reaction product. The product is: [NH2:23][C:17]1[N:18]([CH3:22])[C:19](=[O:21])[CH2:20][C:15]2([C:6]3[CH:5]=[C:4]([C:38]4[C:39]([F:44])=[N:40][CH:41]=[CH:42][CH:43]=4)[N:3]=[C:2]([F:1])[C:7]=3[O:8][C:9]3[C:14]2=[CH:13][C:12]([C:31]2[C:32]([F:37])=[N:33][CH:34]=[CH:35][CH:36]=2)=[CH:11][CH:10]=3)[N:16]=1. (9) Given the reactants [CH3:1][C:2]1[C:7]([N+:8]([O-:10])=[O:9])=[CH:6][CH:5]=[CH:4][N:3]=1.CO[CH:13](OC)[N:14]([CH3:16])[CH3:15], predict the reaction product. The product is: [CH3:13][N:14]([CH3:16])[CH:15]=[CH:1][C:2]1[C:7]([N+:8]([O-:10])=[O:9])=[CH:6][CH:5]=[CH:4][N:3]=1. (10) Given the reactants [C:1]([O:5][C:6]([NH:8][NH:9][C:10](=O)[C:11]1[CH:16]=[CH:15][C:14]([N+:17]([O-:19])=[O:18])=[CH:13][C:12]=1[F:20])=[O:7])([CH3:4])([CH3:3])[CH3:2].COC1C=CC(P2(SP(C3C=CC(OC)=CC=3)(=S)S2)=[S:31])=CC=1, predict the reaction product. The product is: [C:1]([O:5][C:6]([NH:8][NH:9][C:10](=[S:31])[C:11]1[CH:16]=[CH:15][C:14]([N+:17]([O-:19])=[O:18])=[CH:13][C:12]=1[F:20])=[O:7])([CH3:4])([CH3:3])[CH3:2].